Dataset: Catalyst prediction with 721,799 reactions and 888 catalyst types from USPTO. Task: Predict which catalyst facilitates the given reaction. (1) Reactant: [O:1]1[CH2:6][CH2:5][CH2:4][CH2:3][CH:2]1[N:7]1[CH:11]=[C:10]([C:12]2[CH:13]=[C:14]3[C:18](=[CH:19][CH:20]=2)[N:17]([CH2:21][CH:22]2[CH2:27][CH2:26][N:25](C(OCC4C=CC=CC=4)=O)[CH2:24][CH2:23]2)[CH:16]=[CH:15]3)[CH:9]=[N:8]1.CO.ClCCl. Product: [NH:25]1[CH2:26][CH2:27][CH:22]([CH2:21][N:17]2[C:18]3[C:14](=[CH:13][C:12]([C:10]4[CH:9]=[N:8][N:7]([CH:2]5[CH2:3][CH2:4][CH2:5][CH2:6][O:1]5)[CH:11]=4)=[CH:20][CH:19]=3)[CH:15]=[CH:16]2)[CH2:23][CH2:24]1. The catalyst class is: 50. (2) Reactant: [O:1]1[C:5]2([CH2:10][CH2:9][CH:8](OS(C3C=CC(C)=CC=3)(=O)=O)[CH2:7][CH2:6]2)[O:4][CH2:3][CH2:2]1.[I:22][C:23]1[CH:24]=[N:25][NH:26][CH:27]=1.C([O-])([O-])=O.[K+].[K+].C1OCCOCCOCCOCCOCCOC1. Product: [O:4]1[C:5]2([CH2:6][CH2:7][CH:8]([N:25]3[CH:24]=[C:23]([I:22])[CH:27]=[N:26]3)[CH2:9][CH2:10]2)[O:1][CH2:2][CH2:3]1. The catalyst class is: 18. (3) Reactant: N12CCCN=C1CCCCC2.[CH:12]1([C:15]2[N:20]=[C:19]([C:21]3[NH:22][O:23][C:24](=[O:26])[N:25]=3)[CH:18]=[C:17]([C:27]([F:33])([F:32])[C:28]([F:31])([F:30])[F:29])[N:16]=2)[CH2:14][CH2:13]1.[N:34]1([C:39](Cl)=[O:40])[CH2:38][CH2:37][CH2:36][CH2:35]1. Product: [CH:12]1([C:15]2[N:20]=[C:19]([C:21]3[N:25]([C:39]([N:34]4[CH2:38][CH2:37][CH2:36][CH2:35]4)=[O:40])[C:24](=[O:26])[O:23][N:22]=3)[CH:18]=[C:17]([C:27]([F:32])([F:33])[C:28]([F:31])([F:30])[F:29])[N:16]=2)[CH2:14][CH2:13]1. The catalyst class is: 17. (4) Reactant: Cl[C:2]1[N:3]=[CH:4][C:5]([O:32][CH3:33])=[C:6]2[C:10]([C:11](=[O:31])[C:12]([N:14]3[CH2:19][CH2:18][N:17]([C:20]4[N:24]([C:25]5[CH:30]=[CH:29][CH:28]=[CH:27][CH:26]=5)[N:23]=[N:22][N:21]=4)[CH2:16][CH2:15]3)=[O:13])=[CH:9][NH:8][C:7]=12.[O:34]1[CH2:38][CH2:37][O:36][CH:35]1[C:39]1[S:40][CH:41]=[C:42]([Sn](C)(C)C)[N:43]=1.N#N. Product: [O:34]1[CH2:38][CH2:37][O:36][CH:35]1[C:39]1[S:40][CH:41]=[C:42]([C:2]2[N:3]=[CH:4][C:5]([O:32][CH3:33])=[C:6]3[C:10]([C:11](=[O:31])[C:12]([N:14]4[CH2:19][CH2:18][N:17]([C:20]5[N:24]([C:25]6[CH:30]=[CH:29][CH:28]=[CH:27][CH:26]=6)[N:23]=[N:22][N:21]=5)[CH2:16][CH2:15]4)=[O:13])=[CH:9][NH:8][C:7]=23)[N:43]=1. The catalyst class is: 77. (5) Reactant: [CH2:1]([C:5]1[CH:9]=[C:8]([C:10]2[CH:15]=[CH:14][CH:13]=[CH:12][CH:11]=2)[N:7]([C:16]2[CH:21]=[CH:20][C:19]([S:22]([NH2:25])(=[O:24])=[O:23])=[CH:18][CH:17]=2)[N:6]=1)[CH:2]([CH3:4])[CH3:3].S(Cl)([Cl:29])(=O)=O. Product: [Cl:29][C:9]1[C:5]([CH2:1][CH:2]([CH3:4])[CH3:3])=[N:6][N:7]([C:16]2[CH:17]=[CH:18][C:19]([S:22]([NH2:25])(=[O:24])=[O:23])=[CH:20][CH:21]=2)[C:8]=1[C:10]1[CH:11]=[CH:12][CH:13]=[CH:14][CH:15]=1. The catalyst class is: 2. (6) Reactant: [OH:1][CH2:2][C:3]([NH:5][NH2:6])=[O:4].[F:7][C:8]1[CH:9]=[C:10]2[C:15](=[C:16]([F:18])[CH:17]=1)[N:14]=[C:13]([NH2:19])[N:12]=[C:11]2N1C=NC=N1. Product: [NH2:19][C:13]1[N:12]=[C:11]([NH:6][NH:5][C:3](=[O:4])[CH2:2][OH:1])[C:10]2[C:15](=[C:16]([F:18])[CH:17]=[C:8]([F:7])[CH:9]=2)[N:14]=1. The catalyst class is: 1. (7) Reactant: [C:1]([O:5][C:6]([N:8]([C:30]([O:32][C:33]([CH3:36])([CH3:35])[CH3:34])=[O:31])[C@H:9]([C:22]([O:24][CH:25]1[CH2:29][CH2:28][CH2:27][CH2:26]1)=[O:23])[CH2:10][CH2:11][C:12]([O:14]CC1C=CC=CC=1)=[O:13])=[O:7])([CH3:4])([CH3:3])[CH3:2]. Product: [C:1]([O:5][C:6]([N:8]([C:30]([O:32][C:33]([CH3:36])([CH3:35])[CH3:34])=[O:31])[C@H:9]([C:22]([O:24][CH:25]1[CH2:29][CH2:28][CH2:27][CH2:26]1)=[O:23])[CH2:10][CH2:11][C:12]([OH:14])=[O:13])=[O:7])([CH3:4])([CH3:3])[CH3:2]. The catalyst class is: 99. (8) Reactant: [CH3:1][O:2][C:3]1[CH:4]=[C:5]([CH:8]=[CH:9][C:10]=1[O:11][CH3:12])[CH2:6][NH2:7].C(N1[C:22](=[O:23])[C:21]2=[CH:24][CH:25]=[CH:26][CH:27]=[C:20]2[C:19]1=[O:28])(OCC)=O. Product: [C:19]1(=[O:28])[N:7]([CH2:6][C:5]2[CH:8]=[CH:9][C:10]([O:11][CH3:12])=[C:3]([O:2][CH3:1])[CH:4]=2)[C:22](=[O:23])[C:21]2=[CH:24][CH:25]=[CH:26][CH:27]=[C:20]12. The catalyst class is: 571. (9) Reactant: [OH:1][C:2]1[CH:7]=[CH:6][C:5]([N:8]2[C:16]3[C:11](=[CH:12][CH:13]=[CH:14][CH:15]=3)[C:10]([CH:17]=O)=[C:9]2[C:19]2[CH:23]=[CH:22][NH:21][N:20]=2)=[CH:4][CH:3]=1.Cl.[NH2:25][OH:26].N1C=CC=CC=1. Product: [OH:1][C:2]1[CH:7]=[CH:6][C:5]([N:8]2[C:16]3[C:11](=[CH:12][CH:13]=[CH:14][CH:15]=3)[C:10]([CH:17]=[N:25][OH:26])=[C:9]2[C:19]2[CH:23]=[CH:22][NH:21][N:20]=2)=[CH:4][CH:3]=1. The catalyst class is: 8. (10) Reactant: [OH:1][C:2]1[CH:3]=[C:4]([CH2:8][C:9]([OH:11])=O)[CH:5]=[CH:6][CH:7]=1.C(Cl)(=O)C(Cl)=O.[N:18]1C=CC=C[CH:19]=1.CN. Product: [CH3:19][NH:18][C:9](=[O:11])[CH2:8][C:4]1[CH:5]=[CH:6][CH:7]=[C:2]([OH:1])[CH:3]=1. The catalyst class is: 2.